Task: Predict the reactants needed to synthesize the given product.. Dataset: Full USPTO retrosynthesis dataset with 1.9M reactions from patents (1976-2016) (1) Given the product [C:8]([N:4]1[CH2:5][CH2:6][N:7]([CH2:17][C:18]#[N:19])[C@H:2]([CH3:1])[CH2:3]1)(=[O:9])[C:10]1[CH:15]=[CH:14][CH:13]=[CH:12][CH:11]=1, predict the reactants needed to synthesize it. The reactants are: [CH3:1][C@H:2]1[NH:7][CH2:6][CH2:5][N:4]([C:8]([C:10]2[CH:15]=[CH:14][CH:13]=[CH:12][CH:11]=2)=[O:9])[CH2:3]1.Cl[CH2:17][C:18]#[N:19].C(=O)([O-])[O-].[Na+].[Na+]. (2) Given the product [C:1]([C:5]1[CH:6]=[C:7]2[C:12](=[C:13]([F:15])[CH:14]=1)[C:11](=[O:16])[N:10]([C:17]1[C:18]([CH2:41][OH:42])=[C:19]([N:23]3[C:27]4=[N:28][C:29]([C:32]5[CH:37]=[CH:36][CH:35]=[CH:34][C:33]=5[F:38])=[CH:30][CH:31]=[C:26]4[C:25]([C:39]([NH2:40])=[O:45])=[CH:24]3)[CH:20]=[CH:21][CH:22]=1)[N:9]=[CH:8]2)([CH3:4])([CH3:2])[CH3:3], predict the reactants needed to synthesize it. The reactants are: [C:1]([C:5]1[CH:6]=[C:7]2[C:12](=[C:13]([F:15])[CH:14]=1)[C:11](=[O:16])[N:10]([C:17]1[C:18]([CH2:41][OH:42])=[C:19]([N:23]3[C:27]4=[N:28][C:29]([C:32]5[CH:37]=[CH:36][CH:35]=[CH:34][C:33]=5[F:38])=[CH:30][CH:31]=[C:26]4[C:25]([C:39]#[N:40])=[CH:24]3)[CH:20]=[CH:21][CH:22]=1)[N:9]=[CH:8]2)([CH3:4])([CH3:3])[CH3:2].C([OH:45])C. (3) Given the product [CH3:13][O:12][N:14]=[CH:5][C:4]1[CH:7]=[CH:8][C:9]([F:10])=[C:2]([F:1])[CH:3]=1, predict the reactants needed to synthesize it. The reactants are: [F:1][C:2]1[CH:3]=[C:4]([CH:7]=[CH:8][C:9]=1[F:10])[CH:5]=O.Cl.[O:12]([NH2:14])[CH3:13]. (4) Given the product [N:41]1([C:39]([O:38][C@H:35]2[CH2:34][CH2:33][C@H:32]([NH:31][C:24]([O:26][C:27]([CH3:30])([CH3:29])[CH3:28])=[O:25])[CH2:37][CH2:36]2)=[O:40])[CH:45]=[CH:44][N:43]=[CH:42]1, predict the reactants needed to synthesize it. The reactants are: C(OC(OC(C)(C)C)=O)(OC(C)(C)C)=O.N[C@H]1CC[C@H](O)CC1.[C:24]([NH:31][C@H:32]1[CH2:37][CH2:36][C@H:35]([OH:38])[CH2:34][CH2:33]1)([O:26][C:27]([CH3:30])([CH3:29])[CH3:28])=[O:25].[C:39](N1C=CN=C1)([N:41]1[CH:45]=[CH:44][N:43]=[CH:42]1)=[O:40]. (5) Given the product [CH3:46][O:45][C:39]1[CH:38]=[C:37]([CH:35]([C:33]2[CH:34]=[CH:29][CH:30]=[CH:31][CH:32]=2)[OH:36])[CH:42]=[C:41]([O:43][CH3:44])[CH:40]=1, predict the reactants needed to synthesize it. The reactants are: COC1C=C(C=C(OC)C=1)C=O.BrC1C=CC=CC=1.C([Li])CCC.O1[C:30]2[CH:31]=[CH:32][C:33]([CH:35]([C:37]3[CH:42]=[C:41]([O:43][CH3:44])[CH:40]=[C:39]([O:45][CH3:46])[CH:38]=3)[OH:36])=[CH:34][C:29]=2OCC1. (6) Given the product [NH2:14][CH2:13][C:9]1([N:8]([CH2:1][C:2]2[CH:7]=[CH:6][CH:5]=[CH:4][CH:3]=2)[CH2:15][C:16]2[CH:21]=[CH:20][CH:19]=[CH:18][CH:17]=2)[CH2:12][O:11][CH2:10]1, predict the reactants needed to synthesize it. The reactants are: [CH2:1]([N:8]([CH2:15][C:16]1[CH:21]=[CH:20][CH:19]=[CH:18][CH:17]=1)[C:9]1([C:13]#[N:14])[CH2:12][O:11][CH2:10]1)[C:2]1[CH:7]=[CH:6][CH:5]=[CH:4][CH:3]=1.O1CC(=O)C1.C(NCC1C=CC=CC=1)C1C=CC=CC=1.C[Si](C#N)(C)C. (7) Given the product [Cl:1][C:2]1[N:7]=[CH:6][N:5]=[C:4]([C:8]([C:18]2[CH:17]=[C:16]([CH3:15])[C:21]3[NH:22][C:23](=[O:25])[O:24][C:20]=3[CH:19]=2)=[O:9])[CH:3]=1, predict the reactants needed to synthesize it. The reactants are: [Cl:1][C:2]1[N:7]=[CH:6][N:5]=[C:4]([C:8](Cl)=[O:9])[CH:3]=1.[Cl-].[Cl-].[Cl-].[Al+3].[CH3:15][C:16]1[C:21]2[NH:22][C:23](=[O:25])[O:24][C:20]=2[CH:19]=[CH:18][CH:17]=1. (8) The reactants are: C(O[C:6]([N:8]1[CH2:12][C:11](=[N:13][O:14][CH3:15])[CH2:10][C@H:9]1[C:16]([OH:18])=O)=[O:7])(C)(C)C.[C:19]1([C:28]2[CH:33]=[CH:32][CH:31]=[CH:30][CH:29]=2)[CH:24]=[CH:23][C:22](C(Cl)=O)=[CH:21][CH:20]=1.O[N:35]=[C:36]([C:38]1[CH:43]=[CH:42][CH:41]=[CH:40][CH:39]=1)[NH2:37]. Given the product [CH3:15][O:14][N:13]=[C:11]1[CH2:10][C@@H:9]([C:16]2[O:18][N:37]=[C:36]([C:38]3[CH:43]=[CH:42][CH:41]=[CH:40][CH:39]=3)[N:35]=2)[N:8]([C:6]([C:31]2[CH:30]=[CH:29][C:28]([C:19]3[CH:20]=[CH:21][CH:22]=[CH:23][CH:24]=3)=[CH:33][CH:32]=2)=[O:7])[CH2:12]1, predict the reactants needed to synthesize it. (9) Given the product [CH3:1][O:2][C:3]1[CH:4]=[C:5]2[C:10](=[CH:11][CH:12]=1)[CH:9]=[C:8]([CH:20]=[CH2:21])[CH:7]=[CH:6]2, predict the reactants needed to synthesize it. The reactants are: [CH3:1][O:2][C:3]1[CH:4]=[C:5]2[C:10](=[CH:11][CH:12]=1)[CH:9]=[C:8](Br)[CH:7]=[CH:6]2.C(=O)([O-])[O-].[K+].[K+].[CH2:20](P(C12CC3CC(CC(C3)C1)C2)C12CC3CC(CC(C3)C1)C2)[CH2:21]CC. (10) Given the product [ClH:20].[Cl:20][C:17]1[CH:18]=[C:19]2[C:14]([CH:13]=[C:12]([C:21]3[CH:22]=[C:23]([C:27]4([CH3:34])[CH2:28][O:29][CH2:30][C:31]([NH2:33])=[N:32]4)[CH:24]=[CH:25][CH:26]=3)[NH:11]2)=[CH:15][CH:16]=1, predict the reactants needed to synthesize it. The reactants are: C(O)=O.C(OC([N:11]1[C:19]2[C:14](=[CH:15][CH:16]=[C:17]([Cl:20])[CH:18]=2)[CH:13]=[C:12]1[C:21]1[CH:26]=[CH:25][CH:24]=[C:23]([C:27]2([CH3:34])[N:32]=[C:31]([NH2:33])[CH2:30][O:29][CH2:28]2)[CH:22]=1)=O)(C)(C)C.Cl.